This data is from Catalyst prediction with 721,799 reactions and 888 catalyst types from USPTO. The task is: Predict which catalyst facilitates the given reaction. Reactant: [K].[C:2]([O-])(C)(C)C.[CH3:7][O:8][C:9]1[CH:10]=[C:11]2[C:15](=[CH:16][CH:17]=1)[NH:14][C:13](=[O:18])[C:12]2([O:29][C:30]([N:32]1[CH2:37][CH2:36][N:35](N2CCC(C)CC2)[CH2:34][CH2:33]1)=[O:31])[C:19]1[CH:24]=[CH:23][CH:22]=[CH:21][C:20]=1[O:25][CH2:26][CH2:27][CH3:28].[CH3:45][O:46][C:47]1[CH:52]=[C:51]([O:53][CH3:54])[CH:50]=[CH:49][C:48]=1[S:55](Cl)(=[O:57])=[O:56].[OH-].[Na+].Cl.[C:62]1([NH2:73])[C:67](F)=[C:66](F)[C:65](F)=[C:64](N)C=1F.Cl.Cl. Product: [CH3:45][O:46][C:47]1[CH:52]=[C:51]([O:53][CH3:54])[CH:50]=[CH:49][C:48]=1[S:55]([N:14]1[C:15]2[C:11](=[CH:10][C:9]([O:8][CH3:7])=[CH:17][CH:16]=2)[C:12]([O:29][C:30]([N:32]2[CH2:37][CH2:36][N:35]([CH:66]3[CH2:65][CH2:64][N:73]([CH3:2])[CH2:62][CH2:67]3)[CH2:34][CH2:33]2)=[O:31])([C:19]2[CH:24]=[CH:23][CH:22]=[CH:21][C:20]=2[O:25][CH2:26][CH2:27][CH3:28])[C:13]1=[O:18])(=[O:57])=[O:56]. The catalyst class is: 72.